From a dataset of Forward reaction prediction with 1.9M reactions from USPTO patents (1976-2016). Predict the product of the given reaction. (1) The product is: [O:7]1[C:1]2[CH:6]=[CH:5][CH:4]=[CH:3][C:2]=2[CH:12]=[CH:13][NH:14]1. Given the reactants [C:1]1([OH:7])[CH:6]=[CH:5][CH:4]=[CH:3][CH:2]=1.C(OC[CH2:12][CH2:13][NH2:14])=C.C=O, predict the reaction product. (2) The product is: [F:17][CH2:9][CH2:8][CH2:7][C:1]1[CH:6]=[CH:5][CH:4]=[CH:3][CH:2]=1. Given the reactants [C:1]1([CH2:7][CH2:8][CH2:9]O)[CH:6]=[CH:5][CH:4]=[CH:3][CH:2]=1.C(N(S(F)(F)[F:17])CC)C, predict the reaction product. (3) The product is: [CH3:11][O:12][CH2:13][CH2:14][N:15]([CH3:16])[C:7]1[CH:6]=[N:5][C:4]([N+:1]([O-:3])=[O:2])=[CH:9][CH:8]=1. Given the reactants [N+:1]([C:4]1[CH:9]=[CH:8][C:7](Br)=[CH:6][N:5]=1)([O-:3])=[O:2].[CH3:11][O:12][CH2:13][CH2:14][NH:15][CH3:16].C(N(C(C)C)CC)(C)C, predict the reaction product. (4) The product is: [OH:8][C:5]1[CH:6]=[CH:7][C:2]([NH:1][S:10]([CH3:9])(=[O:12])=[O:11])=[CH:3][CH:4]=1. Given the reactants [NH2:1][C:2]1[CH:7]=[CH:6][C:5]([OH:8])=[CH:4][CH:3]=1.[CH3:9][S:10](Cl)(=[O:12])=[O:11], predict the reaction product. (5) Given the reactants [CH2:1]([O:8][C:9](=[O:20])[NH:10][CH:11]1[CH2:17][CH2:16][CH:15]2[CH2:18][CH:12]1[C:13](=O)[O:14]2)[C:2]1[CH:7]=[CH:6][CH:5]=[CH:4][CH:3]=1.[CH3:21][CH:22](C[AlH]CC(C)C)C.C[Si]([N-][Si](C)(C)C)(C)C.[K+], predict the reaction product. The product is: [CH2:1]([O:8][C:9](=[O:20])[NH:10][C@H:11]1[CH2:17][CH2:16][C@@H:15]([OH:14])[CH2:18][C@@H:12]1[CH:13]=[CH:21][CH3:22])[C:2]1[CH:7]=[CH:6][CH:5]=[CH:4][CH:3]=1.